Dataset: NCI-60 drug combinations with 297,098 pairs across 59 cell lines. Task: Regression. Given two drug SMILES strings and cell line genomic features, predict the synergy score measuring deviation from expected non-interaction effect. (1) Drug 1: CN1C(=O)N2C=NC(=C2N=N1)C(=O)N. Drug 2: CCN(CC)CCNC(=O)C1=C(NC(=C1C)C=C2C3=C(C=CC(=C3)F)NC2=O)C. Cell line: OVCAR-4. Synergy scores: CSS=1.05, Synergy_ZIP=0.0611, Synergy_Bliss=-1.74, Synergy_Loewe=-2.15, Synergy_HSA=-2.85. (2) Drug 1: CN(C)C1=NC(=NC(=N1)N(C)C)N(C)C. Drug 2: CS(=O)(=O)OCCCCOS(=O)(=O)C. Cell line: UACC-257. Synergy scores: CSS=-9.46, Synergy_ZIP=4.48, Synergy_Bliss=0.683, Synergy_Loewe=-7.06, Synergy_HSA=-5.36. (3) Drug 2: CC1C(C(CC(O1)OC2CC(CC3=C2C(=C4C(=C3O)C(=O)C5=C(C4=O)C(=CC=C5)OC)O)(C(=O)CO)O)N)O.Cl. Synergy scores: CSS=24.7, Synergy_ZIP=-4.95, Synergy_Bliss=-2.81, Synergy_Loewe=-5.98, Synergy_HSA=-2.11. Drug 1: CC1=CC=C(C=C1)C2=CC(=NN2C3=CC=C(C=C3)S(=O)(=O)N)C(F)(F)F. Cell line: RXF 393. (4) Drug 2: CS(=O)(=O)OCCCCOS(=O)(=O)C. Synergy scores: CSS=5.45, Synergy_ZIP=-3.78, Synergy_Bliss=-2.95, Synergy_Loewe=-3.40, Synergy_HSA=-3.23. Cell line: PC-3. Drug 1: C1=NC2=C(N=C(N=C2N1C3C(C(C(O3)CO)O)O)F)N. (5) Drug 1: CS(=O)(=O)C1=CC(=C(C=C1)C(=O)NC2=CC(=C(C=C2)Cl)C3=CC=CC=N3)Cl. Drug 2: CCC(=C(C1=CC=CC=C1)C2=CC=C(C=C2)OCCN(C)C)C3=CC=CC=C3.C(C(=O)O)C(CC(=O)O)(C(=O)O)O. Cell line: SK-MEL-28. Synergy scores: CSS=-0.166, Synergy_ZIP=3.30, Synergy_Bliss=5.68, Synergy_Loewe=-2.42, Synergy_HSA=-1.53.